From a dataset of Full USPTO retrosynthesis dataset with 1.9M reactions from patents (1976-2016). Predict the reactants needed to synthesize the given product. (1) The reactants are: O.ON1C2C=CC=CC=2N=N1.Cl.CN(C)CCCN=C=NCC.[CH3:24][C:25]1[CH:41]=[CH:40][C:28]([CH2:29][N:30]2[C:35](=[O:36])[CH:34]=[CH:33][C:32]([C:37]([OH:39])=O)=[CH:31]2)=[CH:27][CH:26]=1.O[N:43]=[C:44]([C:46]1[CH:51]=[CH:50][C:49]([C:52]([CH3:58])([CH3:57])[C:53]([F:56])([F:55])[F:54])=[CH:48][CH:47]=1)[NH2:45]. Given the product [CH3:24][C:25]1[CH:26]=[CH:27][C:28]([CH2:29][N:30]2[CH:31]=[C:32]([C:37]3[O:39][N:45]=[C:44]([C:46]4[CH:47]=[CH:48][C:49]([C:52]([CH3:58])([CH3:57])[C:53]([F:54])([F:55])[F:56])=[CH:50][CH:51]=4)[N:43]=3)[CH:33]=[CH:34][C:35]2=[O:36])=[CH:40][CH:41]=1, predict the reactants needed to synthesize it. (2) Given the product [NH2:1][C:2]1[N:7]=[C:6]([C:8]2[CH:9]=[C:10]3[C:11]([C:12]([NH2:13])=[N:35][NH:36]3)=[CH:14][CH:15]=2)[CH:5]=[C:4]([N:17]2[CH2:22][CH2:21][O:34][CH:19]([C:23]3[NH:24][C:25]4[CH:31]=[CH:30][C:29]([O:37][CH3:38])=[CH:28][C:26]=4[N:27]=3)[CH2:18]2)[N:3]=1, predict the reactants needed to synthesize it. The reactants are: [NH2:1][C:2]1[N:7]=[C:6]([C:8]2[CH:15]=[CH:14][C:11]([C:12]#[N:13])=[C:10](F)[CH:9]=2)[CH:5]=[C:4]([N:17]2[CH2:22][CH2:21]O[CH:19]([C:23]3[NH:27][C:26]4[CH:28]=[CH:29][C:30](OC)=[CH:31][C:25]=4[N:24]=3)[CH2:18]2)[N:3]=1.[OH2:34].[NH2:35][NH2:36].[OH2:37].[CH2:38](O)C.